From a dataset of Reaction yield outcomes from USPTO patents with 853,638 reactions. Predict the reaction yield, written as a fraction of the theoretical maximum amount of product (1.0 means a 100% yield; for example, 0.34 means a 34% yield). The reactants are Cl[C:2]1[C:7]([CH:8]=O)=[C:6]([Cl:10])[CH:5]=[C:4]([Cl:11])[N:3]=1.[CH2:12](O)C.[CH3:15][NH:16]N. The catalyst is C(N(CC)CC)C. The product is [Cl:10][C:6]1[CH:5]=[C:4]([Cl:11])[CH:12]=[C:8]2[C:7]=1[CH:2]=[N:3][N:16]2[CH3:15]. The yield is 0.520.